Task: Predict the reaction yield, written as a fraction of the theoretical maximum amount of product (1.0 means a 100% yield; for example, 0.34 means a 34% yield).. Dataset: Reaction yield outcomes from USPTO patents with 853,638 reactions The reactants are [NH2:1][C:2]1[CH:10]=[CH:9][CH:8]=[C:7]([Cl:11])[C:3]=1[C:4]([OH:6])=[O:5].FC1C=CC=CC=1C(Cl)=O.[CH3:22][C:23]1[CH:31]=[CH:30][CH:29]=[CH:28][C:24]=1[C:25](Cl)=O. The catalyst is C(Cl)(Cl)Cl.CCCCCC. The product is [Cl:11][C:7]1[C:3]2[C:4](=[O:6])[O:5][C:22]([C:23]3[CH:31]=[CH:30][CH:29]=[CH:28][C:24]=3[CH3:25])=[N:1][C:2]=2[CH:10]=[CH:9][CH:8]=1. The yield is 0.600.